Dataset: Full USPTO retrosynthesis dataset with 1.9M reactions from patents (1976-2016). Task: Predict the reactants needed to synthesize the given product. (1) Given the product [CH3:1][C:2]([CH3:23])([CH3:22])[C:3]#[C:4][C:5]1[S:9][C:8]([C:10]([O:12][CH3:13])=[O:11])=[C:7]([N:14]([CH2:15][C:16]2[CH:20]=[CH:19][N:18]([CH3:21])[N:17]=2)[C:37]([C@H:34]2[CH2:35][CH2:36][C@H:31]([CH3:30])[CH2:32][CH2:33]2)=[O:38])[CH:6]=1, predict the reactants needed to synthesize it. The reactants are: [CH3:1][C:2]([CH3:23])([CH3:22])[C:3]#[C:4][C:5]1[S:9][C:8]([C:10]([O:12][CH3:13])=[O:11])=[C:7]([NH:14][CH2:15][C:16]2[CH:20]=[CH:19][N:18]([CH3:21])[N:17]=2)[CH:6]=1.N1C=CC=CC=1.[CH3:30][CH:31]1[CH2:36][CH2:35][CH:34]([C:37](Cl)=[O:38])[CH2:33][CH2:32]1. (2) Given the product [F:22][C:23]1[CH:28]=[C:27]([C:29]([O:31][CH3:32])=[O:30])[CH:26]=[CH:25][C:24]=1[C:2]1[CH:20]=[CH:19][C:5]([O:6][CH2:7][CH:8]2[CH2:13][CH2:12][N:11]([CH2:14][C:15]([F:18])([CH3:17])[CH3:16])[CH2:10][CH2:9]2)=[C:4]([F:21])[CH:3]=1, predict the reactants needed to synthesize it. The reactants are: Br[C:2]1[CH:20]=[CH:19][C:5]([O:6][CH2:7][CH:8]2[CH2:13][CH2:12][N:11]([CH2:14][C:15]([F:18])([CH3:17])[CH3:16])[CH2:10][CH2:9]2)=[C:4]([F:21])[CH:3]=1.[F:22][C:23]1[CH:28]=[C:27]([C:29]([O:31][CH3:32])=[O:30])[CH:26]=[CH:25][C:24]=1B(O)O.C([O-])([O-])=O.[Cs+].[Cs+]. (3) Given the product [Br:5][C:6]1[C:15]2[C:10](=[CH:11][CH:12]=[CH:13][CH:14]=2)[CH:9]=[CH:8][C:7]=1[C:16]([NH:26][CH2:25][C:24]1[CH:27]=[CH:28][C:21]([O:20][CH3:19])=[CH:22][CH:23]=1)=[O:18], predict the reactants needed to synthesize it. The reactants are: O=S(Cl)Cl.[Br:5][C:6]1[C:15]2[C:10](=[CH:11][CH:12]=[CH:13][CH:14]=2)[CH:9]=[CH:8][C:7]=1[C:16]([OH:18])=O.[CH3:19][O:20][C:21]1[CH:28]=[CH:27][C:24]([CH2:25][NH2:26])=[CH:23][CH:22]=1.CCN(CC)CC.C(=O)([O-])O.[Na+]. (4) Given the product [Br:1][C:2]1[C:7]2[CH2:8][CH:9]([CH3:13])[S:10](=[O:11])(=[O:12])[C:6]=2[C:5]([C:14]([NH:26][C:25]2[C:20]([NH:19][CH3:18])=[N:21][CH:22]=[C:23]([C:27]([F:28])([F:29])[F:30])[CH:24]=2)=[O:16])=[CH:4][CH:3]=1, predict the reactants needed to synthesize it. The reactants are: [Br:1][C:2]1[C:7]2[CH2:8][CH:9]([CH3:13])[S:10](=[O:12])(=[O:11])[C:6]=2[C:5]([C:14]([OH:16])=O)=[CH:4][CH:3]=1.[Cl-].[CH3:18][NH:19][C:20]1[C:25]([NH2:26])=[CH:24][C:23]([C:27]([F:30])([F:29])[F:28])=[CH:22][N:21]=1.C(N(CC)CC)C. (5) Given the product [F:1][C:2]1[CH:3]=[C:4]2[C:9](=[CH:10][CH:11]=1)[N:8]=[C:7]([C:12]1[CH:17]=[CH:16][C:15]([F:18])=[CH:14][CH:13]=1)[N:6]=[C:5]2[C:19]([N:29]1[CH2:28][CH2:27][C:26]2[C:31](=[CH:32][C:33]([O:35][CH3:36])=[CH:34][C:25]=2[O:24][CH3:23])[CH2:30]1)=[O:20], predict the reactants needed to synthesize it. The reactants are: [F:1][C:2]1[CH:3]=[C:4]2[C:9](=[CH:10][CH:11]=1)[N:8]=[C:7]([C:12]1[CH:17]=[CH:16][C:15]([F:18])=[CH:14][CH:13]=1)[N:6]=[C:5]2[C:19](O)=[O:20].Cl.[CH3:23][O:24][C:25]1[CH:34]=[C:33]([O:35][CH3:36])[CH:32]=[C:31]2[C:26]=1[CH2:27][CH2:28][NH:29][CH2:30]2. (6) Given the product [Br:1][C:2]1[S:6][C:5]([Si:22]([CH3:24])([CH3:23])[CH3:21])=[C:4]([C:7]([NH:9][CH2:10][CH3:11])=[O:8])[CH:3]=1, predict the reactants needed to synthesize it. The reactants are: [Br:1][C:2]1[S:6][CH:5]=[C:4]([C:7]([NH:9][CH2:10][CH3:11])=[O:8])[CH:3]=1.C(N(CC)C(C1[C:21]([Si:22](C)([CH3:24])[CH3:23])=CO[C:21]=1[Si:22](C)([CH3:24])[CH3:23])=O)C.C[Si](Cl)(C)C. (7) Given the product [N:19]([C:2]1[CH:7]=[CH:6][C:5]([O:8][C@H:9]2[CH2:14][CH2:13][C@H:12]([C:15]([CH3:18])([CH3:17])[CH3:16])[CH2:11][CH2:10]2)=[CH:4][CH:3]=1)=[N+:20]=[N-:21], predict the reactants needed to synthesize it. The reactants are: Br[C:2]1[CH:7]=[CH:6][C:5]([O:8][C@H:9]2[CH2:14][CH2:13][C@H:12]([C:15]([CH3:18])([CH3:17])[CH3:16])[CH2:11][CH2:10]2)=[CH:4][CH:3]=1.[N-:19]=[N+:20]=[N-:21].[Na+].CNCCNC.CCO.O. (8) Given the product [N:19]1([CH2:18][CH2:17][O:14][C:11]2[CH:12]=[CH:13][C:8]([NH2:7])=[CH:9][CH:10]=2)[CH2:24][CH2:23][CH2:22][CH2:21][CH2:20]1, predict the reactants needed to synthesize it. The reactants are: C(=O)([O-])[O-].[K+].[K+].[NH2:7][C:8]1[CH:13]=[CH:12][C:11]([OH:14])=[C:10](Cl)[CH:9]=1.Cl[CH2:17][CH2:18][N:19]1[CH2:24][CH2:23][CH2:22][CH2:21][CH2:20]1. (9) Given the product [OH:18][CH:19]1[CH2:24][CH2:23][N:22]([C:9]([O:11][C:12]([CH3:13])([CH3:14])[CH3:15])=[O:10])[CH2:21][CH2:20]1, predict the reactants needed to synthesize it. The reactants are: [C:9](O[C:9]([O:11][C:12]([CH3:15])([CH3:14])[CH3:13])=[O:10])([O:11][C:12]([CH3:15])([CH3:14])[CH3:13])=[O:10].[OH-].[Na+].[OH:18][CH:19]1[CH2:24][CH2:23][NH:22][CH2:21][CH2:20]1.